Task: Predict which catalyst facilitates the given reaction.. Dataset: Catalyst prediction with 721,799 reactions and 888 catalyst types from USPTO (1) Reactant: [CH:1]1([CH2:6][O:7][C:8]2[C:9]([N+:21]([O-])=O)=[N:10][CH:11]=[C:12]([O:14][C:15]3[CH:20]=[CH:19][CH:18]=[CH:17][CH:16]=3)[CH:13]=2)[CH2:5][CH2:4][CH2:3][CH2:2]1.O. Product: [CH:1]1([CH2:6][O:7][C:8]2[C:9]([NH2:21])=[N:10][CH:11]=[C:12]([O:14][C:15]3[CH:20]=[CH:19][CH:18]=[CH:17][CH:16]=3)[CH:13]=2)[CH2:2][CH2:3][CH2:4][CH2:5]1. The catalyst class is: 183. (2) Reactant: [S:1]1[CH:5]=[CH:4][CH:3]=[C:2]1[C:6]([OH:8])=[O:7].C([Li])CCC.C1C=CC(S(N(S(C2C=CC=CC=2)(=O)=O)[F:24])(=O)=O)=CC=1.Cl. Product: [F:24][C:3]1[CH:4]=[CH:5][S:1][C:2]=1[C:6]([OH:8])=[O:7]. The catalyst class is: 165. (3) Reactant: [O:1]1[CH2:4][C:3](=[O:5])[CH2:2]1.C[Si](C)(C)[C:8]([F:11])([F:10])[F:9].[F-].C([N+](CCCC)(CCCC)CCCC)CCC. Product: [F:9][C:8]([F:11])([F:10])[C:3]1([OH:5])[CH2:4][O:1][CH2:2]1. The catalyst class is: 1. (4) Reactant: [Br:1][C:2]1[CH:10]=[CH:9][CH:8]=[C:7]([CH3:11])[C:3]=1[C:4]([OH:6])=[O:5].[Si](C=[N+]=[N-])(C)(C)[CH3:13]. Product: [CH3:13][O:5][C:4](=[O:6])[C:3]1[C:7]([CH3:11])=[CH:8][CH:9]=[CH:10][C:2]=1[Br:1]. The catalyst class is: 224. (5) Reactant: [H-].[Al+3].[Li+].[H-].[H-].[H-].CON(C)[C:10](=[O:32])[CH2:11][CH2:12][N:13]1[CH2:18][CH2:17][N:16]([C:19]2[CH:24]=[CH:23][CH:22]=[C:21]([O:25][C:26]([F:29])([F:28])[F:27])[CH:20]=2)[CH:15]([CH3:30])[C:14]1=[O:31].CC(C)=O.CC(O)=O. Product: [CH3:30][CH:15]1[N:16]([C:19]2[CH:24]=[CH:23][CH:22]=[C:21]([O:25][C:26]([F:29])([F:28])[F:27])[CH:20]=2)[CH2:17][CH2:18][N:13]([CH2:12][CH2:11][CH:10]=[O:32])[C:14]1=[O:31]. The catalyst class is: 1.